This data is from Forward reaction prediction with 1.9M reactions from USPTO patents (1976-2016). The task is: Predict the product of the given reaction. (1) Given the reactants [CH3:1][C:2]1([C:9]([O:11]CC)=[O:10])[CH2:7][CH2:6][CH2:5][CH2:4][C:3]1=O.Cl.NO.[N:17]1C=CC=CC=1, predict the reaction product. The product is: [CH3:1][C:2]12[CH2:7][CH2:6][CH2:5][CH2:4][C:3]1=[N:17][O:11][C:9]2=[O:10]. (2) Given the reactants [CH2:1]([O:8][C:9](=[O:19])[NH:10][C:11]([C:17]#[N:18])([CH3:16])[CH2:12][CH:13]1[CH2:15][CH2:14]1)[C:2]1[CH:7]=[CH:6][CH:5]=[CH:4][CH:3]=1.C(N(CC)CC)C.Cl.[NH2:28][OH:29], predict the reaction product. The product is: [CH2:1]([O:8][C:9](=[O:19])[NH:10][C:11]([C:17](=[NH:18])[NH:28][OH:29])([CH3:16])[CH2:12][CH:13]1[CH2:15][CH2:14]1)[C:2]1[CH:7]=[CH:6][CH:5]=[CH:4][CH:3]=1. (3) Given the reactants [CH3:1][C:2]1([CH3:12])[C@H:7]2[CH2:8][C@@H:3]1[CH2:4][CH2:5][C@H:6]2[CH2:9][CH2:10][OH:11].C([OH:15])C, predict the reaction product. The product is: [CH3:1][C:2]1([CH3:12])[C@H:7]2[CH2:8][C@@H:3]1[CH2:4][CH2:5][C@H:6]2[CH2:9][C:10]([OH:15])=[O:11]. (4) The product is: [F:23][C:19]1[CH:20]=[CH:21][CH:22]=[C:2]([F:1])[C:3]=1[CH2:4][O:5][C:6]1[C:7]2[N:8]([C:12]([C:16]([NH:47][CH:48]([CH2:49][OH:50])[C:58]([F:61])([F:60])[F:59])=[O:18])=[C:13]([CH3:15])[N:14]=2)[CH:9]=[CH:10][CH:11]=1. Given the reactants [F:1][C:2]1[CH:22]=[CH:21][CH:20]=[C:19]([F:23])[C:3]=1[CH2:4][O:5][C:6]1[C:7]2[N:8]([C:12]([C:16]([OH:18])=O)=[C:13]([CH3:15])[N:14]=2)[CH:9]=[CH:10][CH:11]=1.F[B-](F)(F)F.N1(O[C+](N(C)C)N(C)C)C2C=CC=CC=2N=N1.C[N:47]1CC[O:50][CH2:49][CH2:48]1.NC(C[C:58]([F:61])([F:60])[F:59])CO, predict the reaction product. (5) Given the reactants C(OC([N:11]1[CH2:16][CH2:15][CH:14]([N:17]([C:19]([O:21][C:22]([CH3:25])([CH3:24])[CH3:23])=[O:20])[CH3:18])[CH2:13][CH2:12]1)=O)C1C=CC=CC=1, predict the reaction product. The product is: [CH3:18][N:17]([C:19]([O:21][C:22]([CH3:25])([CH3:24])[CH3:23])=[O:20])[CH:14]1[CH2:15][CH2:16][NH:11][CH2:12][CH2:13]1. (6) Given the reactants [CH2:1]([N:8]1[CH2:13][CH2:12][N:11]([C:14]([O:16][C:17]([CH3:20])([CH3:19])[CH3:18])=[O:15])[CH2:10][C@H:9]1[CH2:21][OH:22])[C:2]1[CH:7]=[CH:6][CH:5]=[CH:4][CH:3]=1.[F:23][C:24]([F:33])([F:32])[C:25]1[CH:30]=[CH:29][C:28](O)=[CH:27][CH:26]=1.C1(P(C2C=CC=CC=2)C2C=CC=CC=2)C=CC=CC=1.CCOC(/N=N/C(OCC)=O)=O, predict the reaction product. The product is: [CH2:1]([N:8]1[CH2:13][CH2:12][N:11]([C:14]([O:16][C:17]([CH3:18])([CH3:19])[CH3:20])=[O:15])[CH2:10][C@H:9]1[CH2:21][O:22][C:28]1[CH:29]=[CH:30][C:25]([C:24]([F:33])([F:32])[F:23])=[CH:26][CH:27]=1)[C:2]1[CH:7]=[CH:6][CH:5]=[CH:4][CH:3]=1.